From a dataset of Reaction yield outcomes from USPTO patents with 853,638 reactions. Predict the reaction yield, written as a fraction of the theoretical maximum amount of product (1.0 means a 100% yield; for example, 0.34 means a 34% yield). The reactants are C(Cl)(=O)C(Cl)=O.CS(C)=O.[CH2:11]([N:18]1[CH2:23][CH2:22][N:21]([CH2:24][C:25]2[CH:30]=[CH:29][CH:28]=[CH:27][CH:26]=2)[CH2:20][C@@H:19]1[CH2:31][CH2:32][OH:33])[C:12]1[CH:17]=[CH:16][CH:15]=[CH:14][CH:13]=1.C(N(CC)CC)C. The catalyst is ClCCl.C(=O)(O)[O-].[Na+]. The product is [CH2:11]([N:18]1[CH2:23][CH2:22][N:21]([CH2:24][C:25]2[CH:30]=[CH:29][CH:28]=[CH:27][CH:26]=2)[CH2:20][C@@H:19]1[CH2:31][CH:32]=[O:33])[C:12]1[CH:13]=[CH:14][CH:15]=[CH:16][CH:17]=1. The yield is 0.790.